From a dataset of Full USPTO retrosynthesis dataset with 1.9M reactions from patents (1976-2016). Predict the reactants needed to synthesize the given product. Given the product [C:31]([C@H:27]1[CH2:28][CH2:29][CH2:30][N:26]1[C:24](=[O:25])[CH2:23][O:22][C:19]1[CH:18]=[CH:17][C:16]([O:15][CH2:14][C:13]([N:9]2[CH2:10][CH2:11][CH2:12][C@@H:8]2[C:6]([OH:7])=[O:5])=[O:38])=[CH:21][CH:20]=1)([OH:33])=[O:32], predict the reactants needed to synthesize it. The reactants are: C([O:5][C:6]([C@H:8]1[CH2:12][CH2:11][CH2:10][N:9]1[C:13](=[O:38])[CH2:14][O:15][C:16]1[CH:21]=[CH:20][C:19]([O:22][CH2:23][C:24]([N:26]2[CH2:30][CH2:29][CH2:28][C@@H:27]2[C:31]([O:33]C(C)(C)C)=[O:32])=[O:25])=[CH:18][CH:17]=1)=[O:7])(C)(C)C.